The task is: Predict the product of the given reaction.. This data is from Forward reaction prediction with 1.9M reactions from USPTO patents (1976-2016). (1) Given the reactants [C:1]1([C:7]2[CH:8]=[CH:9][C:10]([C:23]([O:25][CH2:26]C)=[O:24])=[N:11][C:12]=2[C:13]2[CH:18]=[CH:17][C:16]([C:19]([F:22])([F:21])[F:20])=[CH:15][CH:14]=2)[CH:6]=[CH:5][CH:4]=[CH:3][CH:2]=1, predict the reaction product. The product is: [C:1]1([C:7]2[CH:8]=[CH:9][C:10]([C:23]([O:25][CH3:26])=[O:24])=[N:11][C:12]=2[C:13]2[CH:18]=[CH:17][C:16]([C:19]([F:21])([F:22])[F:20])=[CH:15][CH:14]=2)[CH:2]=[CH:3][CH:4]=[CH:5][CH:6]=1. (2) Given the reactants Cl[C:2]1[CH:3]=[CH:4][C:5]2[N:6]=[CH:7][N:8]3[C:16]4[CH:15]=[CH:14][CH:13]=[C:12]([F:17])[C:11]=4[CH:10]=[C:9]3[C:18]=2[N:19]=1.[F:20][C:21]1[CH:26]=[CH:25][C:24]([C:27]2[C:50]([C:51]([NH:53][CH3:54])=[O:52])=[C:30]3[CH:31]=[C:32](B4OC(C)(C)C(C)(C)O4)[C:33]([N:35]([CH3:40])[S:36]([CH3:39])(=[O:38])=[O:37])=[CH:34][N:29]3[N:28]=2)=[CH:23][CH:22]=1.C([O-])([O-])=O.[Na+].[Na+].CC(C1C=C(C(C)C)C(C2C=CC=CC=2P(C2CCCCC2)C2CCCCC2)=C(C(C)C)C=1)C, predict the reaction product. The product is: [F:20][C:21]1[CH:26]=[CH:25][C:24]([C:27]2[C:50]([C:51]([NH:53][CH3:54])=[O:52])=[C:30]3[CH:31]=[C:32]([C:2]4[CH:3]=[CH:4][C:5]5[N:6]=[CH:7][N:8]6[C:16]7[CH:15]=[CH:14][CH:13]=[C:12]([F:17])[C:11]=7[CH:10]=[C:9]6[C:18]=5[N:19]=4)[C:33]([N:35]([CH3:40])[S:36]([CH3:39])(=[O:38])=[O:37])=[CH:34][N:29]3[N:28]=2)=[CH:23][CH:22]=1. (3) Given the reactants FC(F)(F)S(O[C:7]1[CH:20]=[C:19]2[C:10]([O:11][C:12]3[C:13]([F:32])=[CH:14][C:15]([C:26]4[CH2:27][CH2:28][O:29][CH2:30][CH:31]=4)=[CH:16][C:17]=3[C:18]32[CH2:24][O:23][C:22]([NH2:25])=[N:21]3)=[CH:9][CH:8]=1)(=O)=O.[N:35]1[CH:40]=[C:39](B(O)O)[CH:38]=[N:37][CH:36]=1.C(=O)([O-])[O-].[K+].[K+], predict the reaction product. The product is: [O:29]1[CH2:30][CH:31]=[C:26]([C:15]2[CH:14]=[C:13]([F:32])[C:12]3[O:11][C:10]4[C:19](=[CH:20][C:7]([C:39]5[CH:40]=[N:35][CH:36]=[N:37][CH:38]=5)=[CH:8][CH:9]=4)[C@:18]4([CH2:24][O:23][C:22]([NH2:25])=[N:21]4)[C:17]=3[CH:16]=2)[CH2:27][CH2:28]1. (4) Given the reactants [F:1][C:2]([F:20])([F:19])[C:3]1[CH:8]=[CH:7][C:6]([CH:9]2[C:18]3[C:13](=[CH:14][CH:15]=[CH:16][CH:17]=3)[CH2:12][CH2:11][NH:10]2)=[CH:5][CH:4]=1.CCN(C(C)C)C(C)C.[C:30]1([N:36]=[C:37]=[O:38])[CH:35]=[CH:34][CH:33]=[CH:32][CH:31]=1.CO, predict the reaction product. The product is: [C:30]1([NH:36][C:37]([N:10]2[CH2:11][CH2:12][C:13]3[C:18](=[CH:17][CH:16]=[CH:15][CH:14]=3)[CH:9]2[C:6]2[CH:5]=[CH:4][C:3]([C:2]([F:1])([F:19])[F:20])=[CH:8][CH:7]=2)=[O:38])[CH:35]=[CH:34][CH:33]=[CH:32][CH:31]=1. (5) Given the reactants [OH:1][C@H:2]1[CH2:11][C:10]2([CH2:14][CH2:13][CH2:12]2)[CH2:9][C:8]2[N:7]=[C:6]([CH:15]([CH3:17])[CH3:16])[C:5]([CH:18]=[O:19])=[C:4]([I:20])[C:3]1=2.[C:21]([C:25]1[CH:30]=[CH:29][C:28]([Mg]Br)=[CH:27][CH:26]=1)([CH3:24])([CH3:23])[CH3:22], predict the reaction product. The product is: [C:21]([C:25]1[CH:30]=[CH:29][C:28]([C@@H:18]([OH:19])[C:5]2[C:6]([CH:15]([CH3:17])[CH3:16])=[N:7][C:8]3[CH2:9][C:10]4([CH2:12][CH2:13][CH2:14]4)[CH2:11][C@H:2]([OH:1])[C:3]=3[C:4]=2[I:20])=[CH:27][CH:26]=1)([CH3:24])([CH3:23])[CH3:22]. (6) Given the reactants [Cl:1][C:2]1[CH:3]=[C:4]([CH:19]=[CH:20][CH:21]=1)[CH2:5][O:6][C:7]1[CH:16]=[CH:15][C:14]2[C:9](=[CH:10][CH:11]=[CH:12][CH:13]=2)[C:8]=1[CH:17]=O.[CH3:22][CH:23]([CH3:39])[C:24]([NH:26][C:27]1[CH:32]=[CH:31][CH:30]=[C:29]([CH:33]2[CH2:38][CH2:37][NH:36][CH2:35][CH2:34]2)[CH:28]=1)=[O:25], predict the reaction product. The product is: [Cl:1][C:2]1[CH:3]=[C:4]([CH:19]=[CH:20][CH:21]=1)[CH2:5][O:6][C:7]1[CH:16]=[CH:15][C:14]2[C:9](=[CH:10][CH:11]=[CH:12][CH:13]=2)[C:8]=1[CH2:17][N:36]1[CH2:37][CH2:38][CH:33]([C:29]2[CH:28]=[C:27]([NH:26][C:24](=[O:25])[CH:23]([CH3:22])[CH3:39])[CH:32]=[CH:31][CH:30]=2)[CH2:34][CH2:35]1.